Dataset: Aqueous solubility values for 9,982 compounds from the AqSolDB database. Task: Regression/Classification. Given a drug SMILES string, predict its absorption, distribution, metabolism, or excretion properties. Task type varies by dataset: regression for continuous measurements (e.g., permeability, clearance, half-life) or binary classification for categorical outcomes (e.g., BBB penetration, CYP inhibition). For this dataset (solubility_aqsoldb), we predict Y. The drug is CC(C)C[C@H](N)C(=O)N[C@@H](C)C(=O)NCC(=O)O. The Y is -0.895 log mol/L.